This data is from Retrosynthesis with 50K atom-mapped reactions and 10 reaction types from USPTO. The task is: Predict the reactants needed to synthesize the given product. (1) Given the product C[C@@H]1C[C@H](NC(=O)OC(C)(C)C)CN(c2ccncc2[N+](=O)[O-])C1, predict the reactants needed to synthesize it. The reactants are: C[C@H]1CNC[C@@H](NC(=O)OC(C)(C)C)C1.O=[N+]([O-])c1cnccc1Cl. (2) Given the product CC(C)[Si](C(C)C)(C(C)C)n1cc(Cc2cc(F)c(O)cc2F)c2cccnc21, predict the reactants needed to synthesize it. The reactants are: CC(C)[Si](C(C)C)(C(C)C)n1cc(Cc2cc(F)c(OCc3ccccc3)cc2F)c2cccnc21. (3) Given the product O=C(c1ccc(-c2cc3nccc(Oc4ccc(-c5cnc6n(c5=O)CCN6c5ccccc5)cc4F)c3s2)cc1)N1CCOCC1, predict the reactants needed to synthesize it. The reactants are: O=C(c1ccc(B(O)O)cc1)N1CCOCC1.O=c1c(-c2ccc(Oc3ccnc4cc(I)sc34)c(F)c2)cnc2n1CCN2c1ccccc1. (4) Given the product O=C(O)C[C@H](NC(=O)CNC(=O)c1cc(O)cc(NC2=NCC(O)CN2)c1)c1cc(Cl)cc(C2(CF)CCOCC2)c1, predict the reactants needed to synthesize it. The reactants are: CCOC(=O)C[C@H](NC(=O)CNC(=O)c1cc(O)cc(NC2=NCC(O)CN2)c1)c1cc(Cl)cc(C2(CF)CCOCC2)c1.